From a dataset of Forward reaction prediction with 1.9M reactions from USPTO patents (1976-2016). Predict the product of the given reaction. (1) Given the reactants C(OC([NH:8][C:9]1[CH:14]=[C:13]([C:15]2[C:16]([C:29]3[CH:34]=[CH:33][CH:32]=[C:31]([F:35])[CH:30]=3)=[N:17][N:18]([C:20]3[CH:21]=[CH:22][C:23]4[N:24]([CH:26]=[N:27][N:28]=4)[N:25]=3)[CH:19]=2)[CH:12]=[CH:11][N:10]=1)=O)(C)(C)C.C(OC(NC1C=C(C2C(C3C=CC=CC=3)=NN(C3C=CC4N(C=NN=4)N=3)C=2)C=CN=1)=O)(C)(C)C, predict the reaction product. The product is: [NH2:8][C:9]1[CH:14]=[C:13]([C:15]2[C:16]([C:29]3[CH:34]=[CH:33][CH:32]=[C:31]([F:35])[CH:30]=3)=[N:17][N:18]([C:20]3[CH:21]=[CH:22][C:23]4[N:24]([CH:26]=[N:27][N:28]=4)[N:25]=3)[CH:19]=2)[CH:12]=[CH:11][N:10]=1. (2) Given the reactants [NH:1]1[C:9]2[C:4](=[CH:5][C:6]([C:10]([OH:12])=[O:11])=[CH:7][CH:8]=2)C=N1.[C:13]([O-])([O-])=O.[Cs+].[Cs+].I[CH2:20][CH3:21].O.C[N:24]([CH:26]=O)[CH3:25], predict the reaction product. The product is: [CH2:26]([N:24]1[CH:25]=[C:4]2[C:9]([CH:8]=[CH:7][C:6]([C:10]([O:12][CH2:20][CH3:21])=[O:11])=[CH:5]2)=[N:1]1)[CH3:13].[CH2:26]([N:24]1[C:25]2[C:8](=[CH:7][C:6]([C:10]([O:12][CH2:20][CH3:21])=[O:11])=[CH:5][CH:4]=2)[CH:9]=[N:1]1)[CH3:13]. (3) Given the reactants P(Cl)(Cl)([Cl:3])=O.[Cl:6][C:7]1[N:8]=[N:9][C:10]([CH3:31])=[C:11]([C:21]2[CH:26]=[C:25]([O:27][CH3:28])[CH:24]=[C:23]([O:29][CH3:30])[CH:22]=2)[C:12]=1[C:13]1[C:18]([F:19])=[CH:17][CH:16]=[CH:15][C:14]=1[F:20], predict the reaction product. The product is: [Cl:6][C:7]1[N:8]=[N:9][C:10]([CH2:31][Cl:3])=[C:11]([C:21]2[CH:26]=[C:25]([O:27][CH3:28])[CH:24]=[C:23]([O:29][CH3:30])[CH:22]=2)[C:12]=1[C:13]1[C:18]([F:19])=[CH:17][CH:16]=[CH:15][C:14]=1[F:20]. (4) Given the reactants [Cl:1][C:2]1[C:3]([CH3:19])=[C:4]([NH:10][C@H:11]([C:15]([OH:18])([CH3:17])[CH3:16])[C:12]([OH:14])=O)[CH:5]=[CH:6][C:7]=1[C:8]#[N:9].[C:20]([C:22]1[CH:31]=[CH:30][C:25]([C:26]([NH:28][NH2:29])=[O:27])=[CH:24][CH:23]=1)#[N:21].C1C=CC2N(O)N=NC=2C=1.C(Cl)CCl.CCN(CC)CC, predict the reaction product. The product is: [Cl:1][C:2]1[C:3]([CH3:19])=[C:4]([NH:10][C@H:11]([C:15]([OH:18])([CH3:17])[CH3:16])[C:12]([NH:29][NH:28][C:26](=[O:27])[C:25]2[CH:24]=[CH:23][C:22]([C:20]#[N:21])=[CH:31][CH:30]=2)=[O:14])[CH:5]=[CH:6][C:7]=1[C:8]#[N:9]. (5) Given the reactants [Cl:1][C:2]1[CH:27]=[C:26]([F:28])[CH:25]=[CH:24][C:3]=1[O:4][C:5]1[CH:10]=[CH:9][CH:8]=[CH:7][C:6]=1[NH:11][S:12]([C:15]1[CH:23]=[CH:22][C:18]([C:19](O)=[O:20])=[CH:17][CH:16]=1)(=[O:14])=[O:13].Cl.Cl.[N:31]1([CH2:36][CH2:37][C@H:38]2[CH2:43][CH2:42][C@H:41]([NH2:44])[CH2:40][CH2:39]2)[CH2:35][CH2:34][CH2:33][CH2:32]1, predict the reaction product. The product is: [Cl:1][C:2]1[CH:27]=[C:26]([F:28])[CH:25]=[CH:24][C:3]=1[O:4][C:5]1[CH:10]=[CH:9][CH:8]=[CH:7][C:6]=1[NH:11][S:12]([C:15]1[CH:23]=[CH:22][C:18]([C:19]([NH:44][C@H:41]2[CH2:42][CH2:43][C@H:38]([CH2:37][CH2:36][N:31]3[CH2:35][CH2:34][CH2:33][CH2:32]3)[CH2:39][CH2:40]2)=[O:20])=[CH:17][CH:16]=1)(=[O:14])=[O:13].